From a dataset of Full USPTO retrosynthesis dataset with 1.9M reactions from patents (1976-2016). Predict the reactants needed to synthesize the given product. (1) Given the product [Si:33]([O:32][CH2:31][C:27]1[CH:26]=[C:25]2[C:30](=[CH:29][CH:28]=1)[N:22]([C:20]([O:19][C:15]([CH3:18])([CH3:17])[CH3:16])=[O:21])[C:23]([CH:2]1[C:10]3[C:5](=[CH:6][C:7]([C:11]([NH:13][CH3:14])=[O:12])=[CH:8][CH:9]=3)[NH:4][NH:3]1)=[CH:24]2)([C:36]([CH3:39])([CH3:38])[CH3:37])([CH3:35])[CH3:34], predict the reactants needed to synthesize it. The reactants are: I[C:2]1[C:10]2[C:5](=[CH:6][C:7]([C:11]([NH:13][CH3:14])=[O:12])=[CH:8][CH:9]=2)[NH:4][N:3]=1.[C:15]([O:19][C:20]([N:22]1[C:30]2[C:25](=[CH:26][C:27]([CH2:31][O:32][Si:33]([C:36]([CH3:39])([CH3:38])[CH3:37])([CH3:35])[CH3:34])=[CH:28][CH:29]=2)[CH:24]=[C:23]1B(O)O)=[O:21])([CH3:18])([CH3:17])[CH3:16].[Cl-].[Li+].C(=O)([O-])[O-].[Na+].[Na+]. (2) Given the product [CH3:10][N:11]([C:17]([O:19][C:20]([CH3:21])([CH3:23])[CH3:22])=[O:18])[CH:12]([CH2:14]/[CH:15]=[CH:16]/[C:2]1[CH:7]=[N:6][C:5]([O:8][CH3:9])=[CH:4][CH:3]=1)[CH3:13], predict the reactants needed to synthesize it. The reactants are: Br[C:2]1[CH:3]=[CH:4][C:5]([O:8][CH3:9])=[N:6][CH:7]=1.[CH3:10][N:11]([C:17]([O:19][C:20]([CH3:23])([CH3:22])[CH3:21])=[O:18])[CH:12]([CH2:14][CH:15]=[CH2:16])[CH3:13].C(N(CC)CC)C.C(#N)C. (3) Given the product [NH:33]1[CH:37]=[C:36]([CH2:38][CH2:39][CH2:40][C:41]([NH:2][CH:3]2[CH2:4][CH2:5][N:6]([C:9]([O:11][CH2:12][C:13]3[CH:18]=[C:17]([C:19]([F:22])([F:20])[F:21])[CH:16]=[C:15]([Br:23])[CH:14]=3)=[O:10])[CH2:7][CH2:8]2)=[O:42])[N:35]=[N:34]1, predict the reactants needed to synthesize it. The reactants are: Cl.[NH2:2][CH:3]1[CH2:8][CH2:7][N:6]([C:9]([O:11][CH2:12][C:13]2[CH:18]=[C:17]([C:19]([F:22])([F:21])[F:20])[CH:16]=[C:15]([Br:23])[CH:14]=2)=[O:10])[CH2:5][CH2:4]1.CCN(C(C)C)C(C)C.[NH:33]1[CH:37]=[C:36]([CH2:38][CH2:39][CH2:40][C:41](Cl)=[O:42])[N:35]=[N:34]1. (4) Given the product [N+:8]([C:3]1[CH:4]=[CH:5][CH:6]=[CH:7][C:2]=1[NH:20][CH2:19][CH2:18][O:17][CH2:16][CH2:15][O:14][CH2:11][C:12]#[CH:13])([O-:10])=[O:9], predict the reactants needed to synthesize it. The reactants are: Cl[C:2]1[CH:7]=[CH:6][CH:5]=[CH:4][C:3]=1[N+:8]([O-:10])=[O:9].[CH2:11]([O:14][CH2:15][CH2:16][O:17][CH2:18][CH2:19][NH2:20])[C:12]#[CH:13]. (5) Given the product [Br:1][C:2]1[CH:3]=[C:4]2[C:10]([OH:11])([C:14]3[CH:15]=[C:16]([CH3:22])[CH:17]=[CH:18][C:19]=3[O:20][CH3:21])[C:9](=[O:12])[NH:8][C:5]2=[N:6][CH:7]=1, predict the reactants needed to synthesize it. The reactants are: [Br:1][C:2]1[CH:3]=[C:4]2[C:10](=[O:11])[C:9](=[O:12])[NH:8][C:5]2=[N:6][CH:7]=1.Br[C:14]1[CH:15]=[C:16]([CH3:22])[CH:17]=[CH:18][C:19]=1[O:20][CH3:21]. (6) Given the product [CH3:11][O:12][C:13]1[CH:18]=[CH:17][C:16]([C:2]2[CH:10]=[CH:9][CH:8]=[C:7]3[C:3]=2[CH:4]=[CH:5][NH:6]3)=[CH:15][CH:14]=1, predict the reactants needed to synthesize it. The reactants are: Br[C:2]1[CH:10]=[CH:9][CH:8]=[C:7]2[C:3]=1[CH:4]=[CH:5][NH:6]2.[CH3:11][O:12][C:13]1[CH:18]=[CH:17][C:16](B(O)O)=[CH:15][CH:14]=1.[OH-].[Na+]. (7) Given the product [C:1]([C:4]1[CH:5]=[CH:6][C:7]([S:10]([NH:13][C:14]2[CH:15]=[CH:16][C:17]([OH:20])=[CH:18][CH:19]=2)(=[O:12])=[O:11])=[CH:8][CH:9]=1)(=[O:3])[CH3:2], predict the reactants needed to synthesize it. The reactants are: [C:1]([C:4]1[CH:9]=[CH:8][C:7]([S:10]([NH:13][C:14]2[CH:19]=[CH:18][C:17]([O:20]C)=[CH:16][CH:15]=2)(=[O:12])=[O:11])=[CH:6][CH:5]=1)(=[O:3])[CH3:2].B(Br)(Br)Br.CO.CC#N.